This data is from Reaction yield outcomes from USPTO patents with 853,638 reactions. The task is: Predict the reaction yield, written as a fraction of the theoretical maximum amount of product (1.0 means a 100% yield; for example, 0.34 means a 34% yield). (1) The reactants are [F:1][C:2]1[CH:8]=[CH:7][C:5]([NH2:6])=[CH:4][CH:3]=1.[CH3:9][C:10]1([CH3:18])[O:15][C:14](=[O:16])[CH2:13][C:12](=[O:17])[O:11]1.[CH3:19]OC(OC)OC. The catalyst is C(O)C. The product is [F:1][C:2]1[CH:8]=[CH:7][C:5]([NH:6][CH:19]=[C:13]2[C:14](=[O:16])[O:15][C:10]([CH3:18])([CH3:9])[O:11][C:12]2=[O:17])=[CH:4][CH:3]=1. The yield is 0.930. (2) The reactants are [Br:1][C:2]1[CH:7]=[CH:6][C:5]([CH2:8][CH2:9][NH2:10])=[CH:4][CH:3]=1.N1C(C)=CC=CC=1C.[F:19][C:20]([F:31])([F:30])[C:21](O[C:21](=[O:22])[C:20]([F:31])([F:30])[F:19])=[O:22].O. The catalyst is C(Cl)Cl. The product is [Br:1][C:2]1[CH:7]=[CH:6][C:5]([CH2:8][CH2:9][NH:10][C:21](=[O:22])[C:20]([F:31])([F:30])[F:19])=[CH:4][CH:3]=1. The yield is 0.980. (3) The reactants are [CH2:1]([O:3][C:4]([CH:6]1[C:11](=O)[NH:10][C:9]2[CH:13]=[C:14]([Cl:19])[C:15]([O:17][CH3:18])=[CH:16][C:8]=2[O:7]1)=[O:5])[CH3:2]. The catalyst is C1COCC1. The product is [CH2:1]([O:3][C:4]([CH:6]1[CH2:11][NH:10][C:9]2[CH:13]=[C:14]([Cl:19])[C:15]([O:17][CH3:18])=[CH:16][C:8]=2[O:7]1)=[O:5])[CH3:2]. The yield is 0.250. (4) The product is [F:13][C:14]1[CH:15]=[C:16]([F:24])[CH:17]=[C:18]2[C:19]=1[CH:23]=[CH:22][CH2:21][O:20]2. The yield is 0.230. No catalyst specified. The reactants are FC1C=CC(F)=C2C=1C=CCO2.[F:13][C:14]1[CH:19]=[C:18]([O:20][CH2:21][C:22]#[CH:23])[CH:17]=[C:16]([F:24])[CH:15]=1. (5) The reactants are Cl[C:2]1[C:11]2[C:6](=[C:7]([C:12]([F:15])([F:14])[F:13])[CH:8]=[CH:9][CH:10]=2)[N:5]=[CH:4][CH:3]=1.[OH:16][C:17]1[CH:24]=[CH:23][C:20]([CH:21]=[O:22])=[CH:19][CH:18]=1.C(=O)([O-])[O-].[Cs+].[Cs+].O. The catalyst is CN(C)C=O. The product is [F:13][C:12]([F:15])([F:14])[C:7]1[CH:8]=[CH:9][CH:10]=[C:11]2[C:6]=1[N:5]=[CH:4][CH:3]=[C:2]2[O:16][C:17]1[CH:24]=[CH:23][C:20]([CH:21]=[O:22])=[CH:19][CH:18]=1. The yield is 0.990. (6) The reactants are C([Li])(C)(C)C.CC[O:8][CH2:9][CH3:10].Br[C:12]1[CH:13]=[C:14]2[C:18](=[CH:19][C:20]=1C)[NH:17][CH:16]=[C:15]2[CH3:22]. The catalyst is CN(C=O)C. The product is [CH3:22][C:15]1[C:14]2[C:18](=[CH:19][C:20]([CH3:12])=[C:10]([CH:9]=[O:8])[CH:13]=2)[NH:17][CH:16]=1. The yield is 0.820. (7) The yield is 0.220. No catalyst specified. The reactants are P(Cl)(Cl)([Cl:3])=O.[Br:6][C:7]1[CH:8]=[C:9]2[C:14](=[CH:15][CH:16]=1)[N:13]=[CH:12][C:11]([C:17]([CH:19]1[CH2:21][CH2:20]1)=[O:18])=[C:10]2O. The product is [Br:6][C:7]1[CH:8]=[C:9]2[C:14](=[CH:15][CH:16]=1)[N:13]=[CH:12][C:11]([C:17]([CH:19]1[CH2:21][CH2:20]1)=[O:18])=[C:10]2[Cl:3].